Dataset: Peptide-MHC class I binding affinity with 185,985 pairs from IEDB/IMGT. Task: Regression. Given a peptide amino acid sequence and an MHC pseudo amino acid sequence, predict their binding affinity value. This is MHC class I binding data. (1) The peptide sequence is STLPETTVVRR. The MHC is HLA-A03:01 with pseudo-sequence HLA-A03:01. The binding affinity (normalized) is 0.390. (2) The peptide sequence is MAMPEYWQF. The MHC is HLA-B58:01 with pseudo-sequence HLA-B58:01. The binding affinity (normalized) is 0.941. (3) The peptide sequence is FSDLCNFLI. The MHC is HLA-A25:01 with pseudo-sequence HLA-A25:01. The binding affinity (normalized) is 0.0847. (4) The peptide sequence is KWMMAMRYPI. The MHC is HLA-A24:02 with pseudo-sequence HLA-A24:02. The binding affinity (normalized) is 0.872. (5) The binding affinity (normalized) is 0. The peptide sequence is FVGLALLTL. The MHC is Patr-A0301 with pseudo-sequence Patr-A0301. (6) The peptide sequence is STLNFNNLR. The MHC is HLA-A02:02 with pseudo-sequence HLA-A02:02. The binding affinity (normalized) is 0.0719. (7) The peptide sequence is NMDKAVKLY. The MHC is HLA-A24:03 with pseudo-sequence HLA-A24:03. The binding affinity (normalized) is 0.0847. (8) The peptide sequence is DIRQDVIAM. The MHC is HLA-B15:01 with pseudo-sequence HLA-B15:01. The binding affinity (normalized) is 0.0847.